Dataset: Forward reaction prediction with 1.9M reactions from USPTO patents (1976-2016). Task: Predict the product of the given reaction. (1) Given the reactants [Br:1][C:2]1[CH:11]=[C:10]2[C:5]([C:6](O)=[CH:7][CH:8]=[N:9]2)=[CH:4][C:3]=1[F:13].C(#N)C.P(Cl)(Cl)([Cl:19])=O, predict the reaction product. The product is: [Br:1][C:2]1[CH:11]=[C:10]2[C:5]([C:6]([Cl:19])=[CH:7][CH:8]=[N:9]2)=[CH:4][C:3]=1[F:13]. (2) Given the reactants [CH:1]([N:4]([CH2:8][CH2:9][CH:10]([C:17]1[CH:22]=[C:21]([C:23](OC)=[O:24])[CH:20]=[CH:19][C:18]=1[O:27][CH2:28][C:29]1[CH:34]=[CH:33][CH:32]=[CH:31][CH:30]=1)[C:11]1[CH:16]=[CH:15][CH:14]=[CH:13][CH:12]=1)[CH:5]([CH3:7])[CH3:6])([CH3:3])[CH3:2].O1CCCC1.[H-].[Al+3].[Li+].[H-].[H-].[H-].C(OCC)(=O)C, predict the reaction product. The product is: [CH:1]([N:4]([CH2:8][CH2:9][CH:10]([C:17]1[CH:22]=[C:21]([CH2:23][OH:24])[CH:20]=[CH:19][C:18]=1[O:27][CH2:28][C:29]1[CH:30]=[CH:31][CH:32]=[CH:33][CH:34]=1)[C:11]1[CH:16]=[CH:15][CH:14]=[CH:13][CH:12]=1)[CH:5]([CH3:7])[CH3:6])([CH3:2])[CH3:3]. (3) Given the reactants [N:1]1[C:10]2[C:5](=[CH:6][CH:7]=[CH:8][CH:9]=2)[CH:4]=[CH:3][C:2]=1[N:11]1[CH2:16][CH2:15][N:14]([CH2:17][CH2:18][CH2:19][CH2:20][C:21]([NH:23][C:24]2[CH2:29][CH2:28][CH2:27][CH2:26][C:25]=2[C:30]([O:32]CC)=[O:31])=[O:22])[CH2:13][CH2:12]1.[OH-].[Na+].Cl, predict the reaction product. The product is: [N:1]1[C:10]2[C:5](=[CH:6][CH:7]=[CH:8][CH:9]=2)[CH:4]=[CH:3][C:2]=1[N:11]1[CH2:16][CH2:15][N:14]([CH2:17][CH2:18][CH2:19][CH2:20][C:21]([NH:23][C:24]2[CH2:29][CH2:28][CH2:27][CH2:26][C:25]=2[C:30]([OH:32])=[O:31])=[O:22])[CH2:13][CH2:12]1. (4) The product is: [Cl:16][C:17]1[N:22]=[C:21]([NH:13][C:12]2[CH:11]=[CH:10][C:9]([CH2:8][S:5]([NH:4][CH2:1][C:2]#[CH:3])(=[O:6])=[O:7])=[CH:15][CH:14]=2)[C:20]([F:24])=[CH:19][N:18]=1. Given the reactants [CH2:1]([NH:4][S:5]([CH2:8][C:9]1[CH:15]=[CH:14][C:12]([NH2:13])=[CH:11][CH:10]=1)(=[O:7])=[O:6])[C:2]#[CH:3].[Cl:16][C:17]1[N:22]=[C:21](Cl)[C:20]([F:24])=[CH:19][N:18]=1, predict the reaction product. (5) Given the reactants [NH2:1][C@H:2]1[CH2:6][CH2:5][NH:4][C:3]1=[O:7].[BH3-]C#N.[Na+].[F:12][C:13]1[CH:14]=[C:15]([CH:26]=[CH:27][CH:28]=1)[CH2:16][O:17][C:18]1[CH:25]=[CH:24][C:21]([CH:22]=O)=[CH:20][CH:19]=1.CS(O)(=O)=O, predict the reaction product. The product is: [F:12][C:13]1[CH:14]=[C:15]([CH:26]=[CH:27][CH:28]=1)[CH2:16][O:17][C:18]1[CH:25]=[CH:24][C:21]([CH2:22][NH:1][C@H:2]2[CH2:6][CH2:5][NH:4][C:3]2=[O:7])=[CH:20][CH:19]=1.